This data is from Full USPTO retrosynthesis dataset with 1.9M reactions from patents (1976-2016). The task is: Predict the reactants needed to synthesize the given product. (1) Given the product [F:1][C:2]1[CH:10]=[CH:9][C:5]([C:6]2[S:7][CH:19]=[C:17]([C:16]3[CH:15]=[CH:14][C:13]([Br:21])=[CH:12][CH:11]=3)[N:8]=2)=[CH:4][CH:3]=1, predict the reactants needed to synthesize it. The reactants are: [F:1][C:2]1[CH:10]=[CH:9][C:5]([C:6]([NH2:8])=[S:7])=[CH:4][CH:3]=1.[CH:11]1[C:16]([C:17]([CH2:19]Br)=O)=[CH:15][CH:14]=[C:13]([Br:21])[CH:12]=1. (2) Given the product [S:8]1[C:3]2[CH:4]=[CH:5][CH:6]=[CH:7][C:2]=2[N:1]=[C:10]1[C:9]1[CH:19]=[CH:18][CH:17]=[CH:16][C:15]=1[NH2:14], predict the reactants needed to synthesize it. The reactants are: [NH2:1][C:2]1[CH:7]=[CH:6][CH:5]=[CH:4][C:3]=1[SH:8].[C:9]12[C:15](=[CH:16][CH:17]=[CH:18][CH:19]=1)[NH:14]C(=O)O[C:10]2=O.